From a dataset of Reaction yield outcomes from USPTO patents with 853,638 reactions. Predict the reaction yield, written as a fraction of the theoretical maximum amount of product (1.0 means a 100% yield; for example, 0.34 means a 34% yield). (1) The reactants are [C:1]1([Mg]Br)[CH:6]=[CH:5][CH:4]=[CH:3][CH:2]=1.[CH:9](=[O:13])/[CH:10]=[CH:11]/[CH3:12].[Cl-].[NH4+]. The catalyst is O1CCCC1.CCOCC. The product is [C:1]1([CH:9]([OH:13])[CH:10]=[CH:11][CH3:12])[CH:6]=[CH:5][CH:4]=[CH:3][CH:2]=1. The yield is 0.999. (2) The reactants are [CH:1]1([NH:4][C:5]2[N:10]=[C:9]([O:11]C)[C:8]([C:13]3[CH:18]=[CH:17][C:16]([O:19][C:20]4[CH:25]=[CH:24][N:23]=[C:22]([C:26]5[CH:27]=[N:28][N:29]([CH3:31])[CH:30]=5)[CH:21]=4)=[C:15]([CH3:32])[N:14]=3)=[CH:7][N:6]=2)[CH2:3][CH2:2]1.Br. The catalyst is C(O)(=O)C. The product is [CH:1]1([NH:4][C:5]2[NH:10][C:9](=[O:11])[C:8]([C:13]3[CH:18]=[CH:17][C:16]([O:19][C:20]4[CH:25]=[CH:24][N:23]=[C:22]([C:26]5[CH:27]=[N:28][N:29]([CH3:31])[CH:30]=5)[CH:21]=4)=[C:15]([CH3:32])[N:14]=3)=[CH:7][N:6]=2)[CH2:3][CH2:2]1. The yield is 0.440. (3) The reactants are C(OC)(=O)C1C=CC=C(C([O-])=O)C=1.C([O:16][C:17]([C:19]1([NH:42]C(OC(C)(C)C)=O)[CH2:24][CH:23]([NH:25][C:26](=[O:36])[C:27]2[CH:32]=[CH:31][CH:30]=[C:29]([C:33]([OH:35])=[O:34])[CH:28]=2)[CH:22]2[CH:20]1[CH:21]2[C:37]([O:39]CC)=[O:38])=[O:18])C. No catalyst specified. The product is [NH2:42][C:19]1([C:17]([OH:18])=[O:16])[CH2:24][CH:23]([NH:25][C:26](=[O:36])[C:27]2[CH:32]=[CH:31][CH:30]=[C:29]([C:33]([OH:35])=[O:34])[CH:28]=2)[CH:22]2[CH:20]1[CH:21]2[C:37]([OH:39])=[O:38]. The yield is 0.780. (4) The reactants are [CH3:1][C:2]([CH3:28])([CH3:27])[C:3]([O:5][C:6]1[CH:11]=[CH:10][C:9]([C:12](=O)[C:13]2[CH:18]=[CH:17][C:16]([O:19][C:20](=[O:25])[C:21]([CH3:24])([CH3:23])[CH3:22])=[CH:15][CH:14]=2)=[CH:8][CH:7]=1)=[O:4].[OH:29][C:30]1[CH:31]=[C:32]([C:36](=O)[CH2:37][CH2:38][CH3:39])[CH:33]=[CH:34][CH:35]=1. The catalyst is [Zn].Cl[Ti](Cl)(Cl)Cl.C1COCC1. The product is [CH3:1][C:2]([CH3:28])([CH3:27])[C:3]([O:5][C:6]1[CH:11]=[CH:10][C:9]([C:12]([C:13]2[CH:18]=[CH:17][C:16]([O:19][C:20](=[O:25])[C:21]([CH3:24])([CH3:23])[CH3:22])=[CH:15][CH:14]=2)=[C:36]([C:32]2[CH:33]=[CH:34][CH:35]=[C:30]([OH:29])[CH:31]=2)[CH2:37][CH2:38][CH3:39])=[CH:8][CH:7]=1)=[O:4]. The yield is 0.850. (5) The reactants are [Cl:1][C:2]1[CH:7]=[CH:6][C:5]([N+:8]([O-])=O)=[CH:4][C:3]=1[S:11][CH2:12][C:13](Cl)=C.[CH3:16]COC(C)=O.O. The catalyst is CC(O)=O.[Fe]. The product is [NH2:8][C:5]1[C:4]2[CH:16]=[C:12]([CH3:13])[S:11][C:3]=2[C:2]([Cl:1])=[CH:7][CH:6]=1. The yield is 0.350. (6) The yield is 0.740. The catalyst is O1CCOCC1. The reactants are CCN(CC)CC.[SH:8][CH2:9][C:10]([OH:12])=[O:11].Cl[C:14]1[CH:19]=[CH:18][C:17]([N+:20]([O-:22])=[O:21])=[CH:16][C:15]=1[N+:23]([O-:25])=[O:24].O. The product is [N+:20]([C:17]1[CH:16]=[C:15]([N+:23]([O-:25])=[O:24])[CH:14]=[CH:19][C:18]=1[S:8][CH2:9][C:10]([OH:12])=[O:11])([O-:22])=[O:21]. (7) The reactants are [Br:1][C:2]1[CH:3]=[CH:4][C:5]([O:21][CH3:22])=[C:6]([S:8]([NH:11][C:12]2[CH:13]=[N:14][C:15]([N+:18]([O-])=O)=[CH:16][CH:17]=2)(=[O:10])=[O:9])[CH:7]=1.Cl[Sn]Cl.O. The catalyst is CO. The product is [Br:1][C:2]1[CH:3]=[CH:4][C:5]([O:21][CH3:22])=[C:6]([S:8]([NH:11][C:12]2[CH:13]=[N:14][C:15]([NH2:18])=[CH:16][CH:17]=2)(=[O:9])=[O:10])[CH:7]=1. The yield is 0.310.